From a dataset of Forward reaction prediction with 1.9M reactions from USPTO patents (1976-2016). Predict the product of the given reaction. (1) Given the reactants [I:1]N1C(=O)CCC1=O.[CH3:9][C:10]1[N:15]([C:16]2[CH:21]=[CH:20][CH:19]=[C:18]([C:22]([F:25])([F:24])[F:23])[CH:17]=2)[C:14](=[O:26])[C:13]([C:27]([NH:29][CH2:30][C:31]2[CH:36]=[CH:35][C:34]([S:37]([CH3:40])(=[O:39])=[O:38])=[CH:33][CH:32]=2)=[O:28])=[CH:12][CH:11]=1.ClCCl, predict the reaction product. The product is: [I:1][C:11]1[CH:12]=[C:13]([C:27]([NH:29][CH2:30][C:31]2[CH:32]=[CH:33][C:34]([S:37]([CH3:40])(=[O:39])=[O:38])=[CH:35][CH:36]=2)=[O:28])[C:14](=[O:26])[N:15]([C:16]2[CH:21]=[CH:20][CH:19]=[C:18]([C:22]([F:25])([F:23])[F:24])[CH:17]=2)[C:10]=1[CH3:9]. (2) Given the reactants Br[C:2]1[CH:3]=[C:4]([CH:12]=[CH:13][CH:14]=1)[C:5]([O:7][C:8]([CH3:11])([CH3:10])[CH3:9])=[O:6].[CH3:15][S:16]([O-:18])=[O:17].[Na+].N1CCC[C@H]1C(O)=O.[OH-].[Na+], predict the reaction product. The product is: [CH3:15][S:16]([C:2]1[CH:3]=[C:4]([CH:12]=[CH:13][CH:14]=1)[C:5]([O:7][C:8]([CH3:11])([CH3:10])[CH3:9])=[O:6])(=[O:18])=[O:17].